Predict the reactants needed to synthesize the given product. From a dataset of Full USPTO retrosynthesis dataset with 1.9M reactions from patents (1976-2016). (1) Given the product [Cl:1][C:2]1[C:3]([CH2:11][C:12]([O:14][CH2:15][CH3:16])=[O:13])=[N:4][CH:5]=[C:6]([N+:8]([O-:10])=[O:9])[CH:7]=1, predict the reactants needed to synthesize it. The reactants are: [Cl:1][C:2]1[C:3]([CH:11](C(OCC)=O)[C:12]([O:14][C:15](C)(C)[CH3:16])=[O:13])=[N:4][CH:5]=[C:6]([N+:8]([O-:10])=[O:9])[CH:7]=1.C(O)(C(F)(F)F)=O. (2) Given the product [CH:23]1([N:22]2[C:21]3[CH:29]=[CH:30][C:31]([C:33]([OH:35])=[O:34])=[CH:32][C:20]=3[N:19]=[C:18]2[C:13]2[CH:14]=[C:15]3[C:10](=[CH:11][CH:12]=2)[N:9]=[C:8]([C:6]2[CH:7]=[CH:2][C:3]([N:37]4[CH2:42][CH2:41][O:40][CH2:39][CH2:38]4)=[CH:4][CH:5]=2)[CH:17]=[CH:16]3)[CH2:24][CH2:25][CH2:26][CH2:27][CH2:28]1, predict the reactants needed to synthesize it. The reactants are: Br[C:2]1[CH:3]=[CH:4][C:5](O)=[C:6]([C:8]2[CH:17]=[CH:16][C:15]3[C:10](=[CH:11][CH:12]=[C:13]([C:18]4[N:22]([CH:23]5[CH2:28][CH2:27][CH2:26][CH2:25][CH2:24]5)[C:21]5[CH:29]=[CH:30][C:31]([C:33]([OH:35])=[O:34])=[CH:32][C:20]=5[N:19]=4)[CH:14]=3)[N:9]=2)[CH:7]=1.[N:37]1(C2C=CC(C(=O)C)=CC=2)[CH2:42][CH2:41][O:40][CH2:39][CH2:38]1.[OH-].[K+]. (3) Given the product [C:18]1([CH3:21])[CH:19]=[CH:20][C:15]([C:5]2[N:4]=[C:3]3[CH:22]=[C:23]([CH2:24][CH2:25][CH2:26][CH2:27][C:28]([OH:30])=[O:29])[NH:1][C:2]3=[N:7][C:6]=2[C:8]2[CH:13]=[CH:12][C:11]([CH3:14])=[CH:10][CH:9]=2)=[CH:16][CH:17]=1, predict the reactants needed to synthesize it. The reactants are: [NH2:1][C:2]1[C:3]([C:22]#[C:23][CH2:24][CH2:25][CH2:26][CH2:27][C:28]([OH:30])=[O:29])=[N:4][C:5]([C:15]2[CH:20]=[CH:19][C:18]([CH3:21])=[CH:17][CH:16]=2)=[C:6]([C:8]2[CH:13]=[CH:12][C:11]([CH3:14])=[CH:10][CH:9]=2)[N:7]=1.CC(C)([O-])C.[K+].O. (4) Given the product [Cl:1][C:2]1[CH:3]=[C:4]([NH:10][C:11](=[O:33])[C:12]([C:20]#[C:21][C:22]2[CH:23]=[CH:24][C:25]([CH:28]=[O:29])=[CH:26][CH:27]=2)([OH:19])[CH:13]2[CH2:18][CH2:17][CH2:16][CH2:15][CH2:14]2)[CH:5]=[CH:6][C:7]=1[C:8]#[N:9], predict the reactants needed to synthesize it. The reactants are: [Cl:1][C:2]1[CH:3]=[C:4]([NH:10][C:11](=[O:33])[C:12]([C:20]#[C:21][C:22]2[CH:27]=[CH:26][C:25]([CH:28]3OCC[O:29]3)=[CH:24][CH:23]=2)([OH:19])[CH:13]2[CH2:18][CH2:17][CH2:16][CH2:15][CH2:14]2)[CH:5]=[CH:6][C:7]=1[C:8]#[N:9].Cl.C(=O)([O-])O.[Na+].